Dataset: Catalyst prediction with 721,799 reactions and 888 catalyst types from USPTO. Task: Predict which catalyst facilitates the given reaction. (1) Reactant: [NH2:1][CH2:2][CH:3]1[CH2:7][C:6]2[CH:8]=[C:9]([C:13]3[S:17][C:16]([C:18](=[O:20])[CH3:19])=[CH:15][CH:14]=3)[CH:10]=[C:11]([Cl:12])[C:5]=2[O:4]1.CCN=C=NCCC[N:29]([CH3:31])C.[CH:32]1[CH:33]=[CH:34][C:35]2N(O)N=[N:38][C:36]=2[CH:37]=1.CCN(C(C)C)C(C)C.CN([CH:54]=[O:55])C. Product: [C:18]([C:16]1[S:17][C:13]([C:9]2[CH:10]=[C:11]([Cl:12])[C:5]3[O:4][CH:3]([CH2:2][NH:1][C:54](=[O:55])/[CH:35]=[CH:34]/[C:33]4[CH:31]=[N:29][C:36]([NH2:38])=[CH:37][CH:32]=4)[CH2:7][C:6]=3[CH:8]=2)=[CH:14][CH:15]=1)(=[O:20])[CH3:19]. The catalyst class is: 2. (2) Reactant: [N:1](/[C:4](=[CH:10]\[C:11]1[CH:12]=[N:13][CH:14]=[CH:15][C:16]=1[O:17][C:18]1[CH:23]=[CH:22][C:21]([NH:24]C(OC(C)(C)C)=O)=[CH:20][CH:19]=1)/[C:5]([O:7][CH2:8][CH3:9])=[O:6])=[N+]=[N-]. Product: [NH2:24][C:21]1[CH:22]=[CH:23][C:18]([O:17][C:16]2[CH:15]=[CH:14][N:13]=[C:12]3[NH:1][C:4]([C:5]([O:7][CH2:8][CH3:9])=[O:6])=[CH:10][C:11]=23)=[CH:19][CH:20]=1. The catalyst class is: 673.